Dataset: Reaction yield outcomes from USPTO patents with 853,638 reactions. Task: Predict the reaction yield, written as a fraction of the theoretical maximum amount of product (1.0 means a 100% yield; for example, 0.34 means a 34% yield). The reactants are [Br:1][C:2]1[CH:9]=[CH:8][C:5]([CH:6]=[O:7])=[C:4]([Cl:10])[N:3]=1.[BH4-].[Na+].[NH4+].[Cl-]. The catalyst is C1COCC1.CO. The product is [Br:1][C:2]1[N:3]=[C:4]([Cl:10])[C:5]([CH2:6][OH:7])=[CH:8][CH:9]=1. The yield is 1.01.